From a dataset of Reaction yield outcomes from USPTO patents with 853,638 reactions. Predict the reaction yield, written as a fraction of the theoretical maximum amount of product (1.0 means a 100% yield; for example, 0.34 means a 34% yield). (1) The reactants are Br[C:2]1[CH:3]=[C:4]2[C:11]3([N:15]=[C:14]([NH2:16])[C:13]([CH3:17])=[N:12]3)[CH2:10][CH2:9][O:8][C:5]2=[CH:6][CH:7]=1.O[C@H]1C[NH:22][C@H](C(O)=O)C1.C([O-])([O-])=O.[K+].[K+].N. The catalyst is CS(C)=O.O.[Cu]I. The product is [CH3:17][C:13]1[C:14]([NH2:16])=[N:15][C:11]2([C:4]3[C:5](=[CH:6][CH:7]=[C:2]([NH2:22])[CH:3]=3)[O:8][CH2:9][CH2:10]2)[N:12]=1. The yield is 0.650. (2) The reactants are [OH:1][C:2]1[CH:14]=[CH:13][C:5]([C:6]([O:8][C:9]([CH3:12])([CH3:11])[CH3:10])=[O:7])=[CH:4][CH:3]=1.[CH2:15](O)[CH:16]=[CH:17][CH3:18].C1(P(C2C=CC=CC=2)C2C=CC=CC=2)C=CC=CC=1.N(C(OC(C)C)=O)=NC(OC(C)C)=O. The catalyst is C1C=CC=CC=1. The product is [C:9]([O:8][C:6]([C:5]1[CH:13]=[CH:14][C:2]([O:1][CH2:15]/[CH:16]=[CH:17]/[CH3:18])=[CH:3][CH:4]=1)=[O:7])([CH3:10])([CH3:11])[CH3:12]. The yield is 0.790. (3) The yield is 1.00. The reactants are [NH:1]1[C:9]2[C:4](=[CH:5][CH:6]=[CH:7][CH:8]=2)[CH:3]=[C:2]1[C:10](OCC)=[O:11].[H-].[Al+3].[Li+].[H-].[H-].[H-]. The catalyst is C1COCC1. The product is [NH:1]1[C:9]2[C:4](=[CH:5][CH:6]=[CH:7][CH:8]=2)[CH:3]=[C:2]1[CH2:10][OH:11].